From a dataset of Reaction yield outcomes from USPTO patents with 853,638 reactions. Predict the reaction yield, written as a fraction of the theoretical maximum amount of product (1.0 means a 100% yield; for example, 0.34 means a 34% yield). (1) The reactants are [CH3:1][C@H:2]1[O:4][C@@:3]1([C:6]1[CH:11]=[CH:10][CH:9]=[CH:8][CH:7]=1)[CH3:5].[CH3:12][SH:13].[Na]. The catalyst is CO. The product is [CH3:12][S:13][C@H:2]([CH3:1])[C@@:3]([C:6]1[CH:11]=[CH:10][CH:9]=[CH:8][CH:7]=1)([OH:4])[CH3:5]. The yield is 0.990. (2) The yield is 0.930. The catalyst is O1CCOCC1.C(OCC)(=O)C.C1C=CC(P(C2C=CC=CC=2)[C-]2C=CC=C2)=CC=1.C1C=CC(P(C2C=CC=CC=2)[C-]2C=CC=C2)=CC=1.Cl[Pd]Cl.[Fe+2]. The product is [CH2:27]([C:3]1[N:4]=[C:5]([CH2:24][CH2:25][CH3:26])[N:6]([CH2:9][C:10]2[CH:11]=[CH:12][C:13]([C:16]3[C:17]([C:22]#[N:23])=[CH:18][CH:19]=[CH:20][CH:21]=3)=[CH:14][CH:15]=2)[C:7](=[O:8])[C:2]=1[C:36]1[CH:37]=[CH:38][C:33]([O:32][CH2:29][CH2:30][CH3:31])=[CH:34][CH:35]=1)[CH3:28]. The reactants are Br[C:2]1[C:7](=[O:8])[N:6]([CH2:9][C:10]2[CH:15]=[CH:14][C:13]([C:16]3[C:17]([C:22]#[N:23])=[CH:18][CH:19]=[CH:20][CH:21]=3)=[CH:12][CH:11]=2)[C:5]([CH2:24][CH2:25][CH3:26])=[N:4][C:3]=1[CH2:27][CH3:28].[CH2:29]([O:32][C:33]1[CH:38]=[CH:37][C:36](B(O)O)=[CH:35][CH:34]=1)[CH2:30][CH3:31].C(=O)([O-])[O-].[Cs+].[Cs+]. (3) The reactants are [Br:1][C:2]1[CH:3]=[C:4]2[C:8](=[CH:9][CH:10]=1)[NH:7][C:6]([C:11]1[CH:18]=[CH:17][C:14]([C:15]#[N:16])=[CH:13][CH:12]=1)=[C:5]2[C:19]1[CH:24]=[CH:23][N:22]=[C:21]([S:25][CH3:26])[N:20]=1.C(O[C:31]([CH3:34])([CH3:33])[CH3:32])(=O)C.[OH:35]S(O)(=O)=O.C([O-])(O)=O.[Na+]. No catalyst specified. The product is [Br:1][C:2]1[CH:3]=[C:4]2[C:8](=[CH:9][CH:10]=1)[NH:7][C:6]([C:11]1[CH:18]=[CH:17][C:14]([C:15]([NH:16][C:31]([CH3:34])([CH3:33])[CH3:32])=[O:35])=[CH:13][CH:12]=1)=[C:5]2[C:19]1[CH:24]=[CH:23][N:22]=[C:21]([S:25][CH3:26])[N:20]=1. The yield is 0.770. (4) The reactants are [Cl:1][S:2]([OH:5])(=O)=[O:3].[Cl:6][C:7]1[S:8][C:9]([Cl:13])=[CH:10][C:11]=1[Cl:12]. The catalyst is C(Cl)Cl. The product is [Cl:13][C:9]1[S:8][C:7]([Cl:6])=[C:11]([Cl:12])[C:10]=1[S:2]([Cl:1])(=[O:5])=[O:3]. The yield is 0.830. (5) The reactants are [CH3:1][O:2][C:3]([C:5]1[S:6][C:7]([C:19]2[CH:24]=[CH:23][CH:22]=[CH:21][CH:20]=2)=[CH:8][C:9]=1[NH:10][CH2:11][CH:12]1[CH2:17][CH2:16][CH2:15][N:14]([CH3:18])[CH2:13]1)=[O:4].[CH3:25][C@H:26]1[CH2:31][CH2:30][C@H:29]([C:32](Cl)=[O:33])[CH2:28][CH2:27]1. The catalyst is ClCCCl.CCOC(C)=O. The product is [CH3:1][O:2][C:3]([C:5]1[S:6][C:7]([C:19]2[CH:20]=[CH:21][CH:22]=[CH:23][CH:24]=2)=[CH:8][C:9]=1[N:10]([C:32]([CH:29]1[CH2:30][CH2:31][CH:26]([CH3:25])[CH2:27][CH2:28]1)=[O:33])[CH2:11][CH:12]1[CH2:17][CH2:16][CH2:15][N:14]([CH3:18])[CH2:13]1)=[O:4]. The yield is 0.950. (6) The reactants are [CH2:1]([N:8]([C:16]12[CH2:23][CH2:22][C:19]([C:24]3[C:28]4=[C:29]5[CH:35]=[CH:34][NH:33][C:30]5=[N:31][CH:32]=[C:27]4[NH:26][N:25]=3)([CH2:20][CH2:21]1)[CH2:18][CH2:17]2)C(=O)OC(C)(C)C)[C:2]1[CH:7]=[CH:6][CH:5]=[CH:4][CH:3]=1.[ClH:36]. The catalyst is O1CCOCC1. The product is [ClH:36].[CH2:1]([NH:8][C:16]12[CH2:23][CH2:22][C:19]([C:24]3[C:28]4=[C:29]5[CH:35]=[CH:34][NH:33][C:30]5=[N:31][CH:32]=[C:27]4[NH:26][N:25]=3)([CH2:20][CH2:21]1)[CH2:18][CH2:17]2)[C:2]1[CH:7]=[CH:6][CH:5]=[CH:4][CH:3]=1. The yield is 0.980.